Dataset: Catalyst prediction with 721,799 reactions and 888 catalyst types from USPTO. Task: Predict which catalyst facilitates the given reaction. Reactant: C[Sn](C)(C)[C:3]1[N:8]=[C:7]([NH:9][CH2:10][C:11]2([C:17]#[N:18])[CH2:16][CH2:15][O:14][CH2:13][CH2:12]2)[CH:6]=[CH:5][CH:4]=1.Cl[C:22]1[N:27]=[CH:26][N:25]=[C:24]([NH:28][C@H:29]2[CH2:34][CH2:33][C@H:32]([NH:35][C@H:36]([CH3:40])[CH2:37][O:38][CH3:39])[CH2:31][CH2:30]2)[CH:23]=1. Product: [CH3:39][O:38][CH2:37][C@H:36]([NH:35][C@H:32]1[CH2:33][CH2:34][C@H:29]([NH:28][C:24]2[N:25]=[CH:26][N:27]=[C:22]([C:3]3[N:8]=[C:7]([NH:9][CH2:10][C:11]4([C:17]#[N:18])[CH2:16][CH2:15][O:14][CH2:13][CH2:12]4)[CH:6]=[CH:5][CH:4]=3)[CH:23]=2)[CH2:30][CH2:31]1)[CH3:40]. The catalyst class is: 128.